The task is: Regression. Given two drug SMILES strings and cell line genomic features, predict the synergy score measuring deviation from expected non-interaction effect.. This data is from NCI-60 drug combinations with 297,098 pairs across 59 cell lines. (1) Drug 1: C1=NC2=C(N=C(N=C2N1C3C(C(C(O3)CO)O)O)F)N. Drug 2: C(CCl)NC(=O)N(CCCl)N=O. Cell line: U251. Synergy scores: CSS=29.5, Synergy_ZIP=-4.41, Synergy_Bliss=-5.80, Synergy_Loewe=-9.47, Synergy_HSA=-4.47. (2) Drug 1: CCN(CC)CCNC(=O)C1=C(NC(=C1C)C=C2C3=C(C=CC(=C3)F)NC2=O)C. Drug 2: CN1C2=C(C=C(C=C2)N(CCCl)CCCl)N=C1CCCC(=O)O.Cl. Cell line: TK-10. Synergy scores: CSS=-0.750, Synergy_ZIP=1.01, Synergy_Bliss=1.54, Synergy_Loewe=0.146, Synergy_HSA=-0.319. (3) Drug 1: CN(CC1=CN=C2C(=N1)C(=NC(=N2)N)N)C3=CC=C(C=C3)C(=O)NC(CCC(=O)O)C(=O)O. Drug 2: C(CC(=O)O)C(=O)CN.Cl. Cell line: DU-145. Synergy scores: CSS=37.3, Synergy_ZIP=-0.608, Synergy_Bliss=-2.90, Synergy_Loewe=-2.46, Synergy_HSA=-1.61. (4) Drug 1: CCC1(CC2CC(C3=C(CCN(C2)C1)C4=CC=CC=C4N3)(C5=C(C=C6C(=C5)C78CCN9C7C(C=CC9)(C(C(C8N6C)(C(=O)OC)O)OC(=O)C)CC)OC)C(=O)OC)O.OS(=O)(=O)O. Drug 2: COCCOC1=C(C=C2C(=C1)C(=NC=N2)NC3=CC=CC(=C3)C#C)OCCOC.Cl. Cell line: UACC-257. Synergy scores: CSS=-0.879, Synergy_ZIP=1.46, Synergy_Bliss=1.03, Synergy_Loewe=-1.34, Synergy_HSA=-1.74. (5) Drug 1: C1=CC(=CC=C1CC(C(=O)O)N)N(CCCl)CCCl.Cl. Drug 2: C1=CN(C=N1)CC(O)(P(=O)(O)O)P(=O)(O)O. Cell line: UACC62. Synergy scores: CSS=-0.00450, Synergy_ZIP=-4.03, Synergy_Bliss=-7.13, Synergy_Loewe=-9.55, Synergy_HSA=-7.14. (6) Drug 1: CC1CCC2CC(C(=CC=CC=CC(CC(C(=O)C(C(C(=CC(C(=O)CC(OC(=O)C3CCCCN3C(=O)C(=O)C1(O2)O)C(C)CC4CCC(C(C4)OC)O)C)C)O)OC)C)C)C)OC. Drug 2: COC1=C2C(=CC3=C1OC=C3)C=CC(=O)O2. Synergy scores: CSS=6.30, Synergy_ZIP=-6.62, Synergy_Bliss=-1.73, Synergy_Loewe=-26.6, Synergy_HSA=-2.33. Cell line: T-47D. (7) Drug 1: C1CCC(CC1)NC(=O)N(CCCl)N=O. Drug 2: CCC1(C2=C(COC1=O)C(=O)N3CC4=CC5=C(C=CC(=C5CN(C)C)O)N=C4C3=C2)O.Cl. Cell line: NCIH23. Synergy scores: CSS=23.7, Synergy_ZIP=-4.31, Synergy_Bliss=1.38, Synergy_Loewe=-2.43, Synergy_HSA=4.48.